This data is from Full USPTO retrosynthesis dataset with 1.9M reactions from patents (1976-2016). The task is: Predict the reactants needed to synthesize the given product. (1) Given the product [NH2:5][C:4](=[N:51][OH:50])[C:6]1[CH:7]=[CH:8][C:9]([CH3:43])=[C:10]([N:12]([CH2:29][C:30]([N:32]([N:34]2[CH2:35][C:36]3[C:41](=[CH:40][CH:39]=[CH:38][CH:37]=3)[CH2:42]2)[CH3:33])=[O:31])[CH2:13][C:14]([NH:16][CH2:17][CH2:18][N:19]([C:22]([O:24][C:25]([CH3:27])([CH3:26])[CH3:28])=[O:23])[CH2:20][CH3:21])=[O:15])[CH:11]=1, predict the reactants needed to synthesize it. The reactants are: C(O)C.[C:4]([C:6]1[CH:7]=[CH:8][C:9]([CH3:43])=[C:10]([N:12]([CH2:29][C:30]([N:32]([N:34]2[CH2:42][C:41]3[C:36](=[CH:37][CH:38]=[CH:39][CH:40]=3)[CH2:35]2)[CH3:33])=[O:31])[CH2:13][C:14]([NH:16][CH2:17][CH2:18][N:19]([C:22]([O:24][C:25]([CH3:28])([CH3:27])[CH3:26])=[O:23])[CH2:20][CH3:21])=[O:15])[CH:11]=1)#[N:5].C([O-])(=O)C.[Na+].[Cl-].[OH:50][NH3+:51]. (2) Given the product [CH3:15][N:14]([CH3:16])[C:12]1[NH:11][N:10]=[C:9]([NH:8][C:6]2[C:5]([F:17])=[CH:4][N:3]=[C:2]([NH:25][C@H:26]([C:28]3[N:33]=[CH:32][C:31]([F:34])=[CH:30][N:29]=3)[CH3:27])[N:7]=2)[CH:13]=1, predict the reactants needed to synthesize it. The reactants are: Cl[C:2]1[N:7]=[C:6]([NH:8][C:9]2[CH:13]=[C:12]([N:14]([CH3:16])[CH3:15])[NH:11][N:10]=2)[C:5]([F:17])=[CH:4][N:3]=1.ClC1C(NC2C=C(OC)NN=2)=NC([NH:25][C@H:26]([C:28]2[N:33]=[CH:32][C:31]([F:34])=[CH:30][N:29]=2)[CH3:27])=NC=1.CCN(C(C)C)C(C)C. (3) Given the product [F:1][C:2]([F:27])([F:26])[CH2:3][NH:4][C:5]([C:7]1([CH2:21][CH2:22][CH2:23][CH2:24][N:42]2[CH2:43][CH2:44][N:39]([C:34]3[CH:33]=[CH:32][C:31]4[C:36](=[CH:37][CH:38]=[C:29]([Cl:28])[CH:30]=4)[N:35]=3)[CH2:40][CH2:41]2)[C:20]2[CH:19]=[CH:18][CH:17]=[CH:16][C:15]=2[O:14][C:13]2[C:8]1=[CH:9][CH:10]=[CH:11][CH:12]=2)=[O:6], predict the reactants needed to synthesize it. The reactants are: [F:1][C:2]([F:27])([F:26])[CH2:3][NH:4][C:5]([C:7]1([CH2:21][CH2:22][CH2:23][CH2:24]Br)[C:20]2[CH:19]=[CH:18][CH:17]=[CH:16][C:15]=2[O:14][C:13]2[C:8]1=[CH:9][CH:10]=[CH:11][CH:12]=2)=[O:6].[Cl:28][C:29]1[CH:30]=[C:31]2[C:36](=[CH:37][CH:38]=1)[N:35]=[C:34]([N:39]1[CH2:44][CH2:43][NH:42][CH2:41][CH2:40]1)[CH:33]=[CH:32]2. (4) Given the product [F:9][CH:8]([F:10])[CH2:7][N:5]1[CH:6]=[C:2]([N:24]2[CH2:28][CH2:27][CH2:26][C:25]2=[O:29])[N:3]=[C:4]1/[CH:11]=[CH:12]/[C:13]1[N:21]=[C:20]2[N:15]([C:16]([CH3:23])=[N:17][CH:18]=[C:19]2[CH3:22])[N:14]=1, predict the reactants needed to synthesize it. The reactants are: Br[C:2]1[N:3]=[C:4](/[CH:11]=[CH:12]/[C:13]2[N:21]=[C:20]3[N:15]([C:16]([CH3:23])=[N:17][CH:18]=[C:19]3[CH3:22])[N:14]=2)[N:5]([CH2:7][CH:8]([F:10])[F:9])[CH:6]=1.[NH:24]1[CH2:28][CH2:27][CH2:26][C:25]1=[O:29]. (5) Given the product [C:30]([N:21]1[CH2:22][CH2:23][CH:19]([CH2:18][O:17][C:14]2[CH:15]=[C:16]3[C:11](=[CH:12][C:13]=2[O:24][CH3:25])[N:10]=[CH:9][N:8]=[C:7]3[NH:6][C:5]2[CH:26]=[CH:27][CH:28]=[C:3]([Cl:2])[C:4]=2[F:29])[CH2:20]1)(=[O:32])[CH3:31], predict the reactants needed to synthesize it. The reactants are: Cl.[Cl:2][C:3]1[C:4]([F:29])=[C:5]([CH:26]=[CH:27][CH:28]=1)[NH:6][C:7]1[C:16]2[C:11](=[CH:12][C:13]([O:24][CH3:25])=[C:14]([O:17][CH2:18][CH:19]3[CH2:23][CH2:22][NH:21][CH2:20]3)[CH:15]=2)[N:10]=[CH:9][N:8]=1.[C:30](OC(=O)C)(=[O:32])[CH3:31]. (6) Given the product [NH2:26][C:23]1[CH:22]=[CH:21][C:20]([N:17]2[CH2:16][CH2:15][N:14]([S:11]([C:2]3[CH:3]=[CH:4][C:5]4[C:10](=[CH:9][CH:8]=[CH:7][CH:6]=4)[CH:1]=3)(=[O:13])=[O:12])[CH2:19][CH2:18]2)=[CH:25][CH:24]=1, predict the reactants needed to synthesize it. The reactants are: [CH:1]1[C:10]2[C:5](=[CH:6][CH:7]=[CH:8][CH:9]=2)[CH:4]=[CH:3][C:2]=1[S:11]([N:14]1[CH2:19][CH2:18][N:17]([C:20]2[CH:25]=[CH:24][C:23]([N+:26]([O-])=O)=[CH:22][CH:21]=2)[CH2:16][CH2:15]1)(=[O:13])=[O:12].S1C=CC=C1.